From a dataset of Forward reaction prediction with 1.9M reactions from USPTO patents (1976-2016). Predict the product of the given reaction. (1) Given the reactants C([O:4][C@H:5]1[C@H:10]([O:11]C(=O)C)[C@@H:9]([CH2:15][O:16]C(=O)C)[O:8][CH:7]=[CH:6]1)(=O)C.C[O-].[Na+].CCOC(C)=O, predict the reaction product. The product is: [O:8]1[C@H:9]([CH2:15][OH:16])[C@@H:10]([OH:11])[C@H:5]([OH:4])[CH:6]=[CH:7]1. (2) The product is: [CH2:1]([N:8]1[C:13]2[CH:14]=[C:15]([CH2:18][C:19]3[CH:24]=[C:23]([C@H:25]4[C@H:30]([O:31][CH2:32][C:33]5[CH:38]=[CH:37][CH:36]=[CH:35][CH:34]=5)[C@@H:29]([O:39][CH2:40][C:41]5[CH:46]=[CH:45][CH:44]=[CH:43][CH:42]=5)[C@H:28]([O:47][CH2:48][C:49]5[CH:54]=[CH:53][CH:52]=[CH:51][CH:50]=5)[C@@H:27]([CH2:55][O:56][CH2:57][C:58]5[CH:63]=[CH:62][CH:61]=[CH:60][CH:59]=5)[O:26]4)[CH:22]=[CH:21][C:20]=3[CH:65]3[CH2:67][CH2:66]3)[CH:16]=[CH:17][C:12]=2[O:11][CH2:10][CH2:9]1)[C:2]1[CH:7]=[CH:6][CH:5]=[CH:4][CH:3]=1. Given the reactants [CH2:1]([N:8]1[C:13]2[CH:14]=[C:15]([CH2:18][C:19]3[CH:24]=[C:23]([C@H:25]4[C@H:30]([O:31][CH2:32][C:33]5[CH:38]=[CH:37][CH:36]=[CH:35][CH:34]=5)[C@@H:29]([O:39][CH2:40][C:41]5[CH:46]=[CH:45][CH:44]=[CH:43][CH:42]=5)[C@H:28]([O:47][CH2:48][C:49]5[CH:54]=[CH:53][CH:52]=[CH:51][CH:50]=5)[C@@H:27]([CH2:55][O:56][CH2:57][C:58]5[CH:63]=[CH:62][CH:61]=[CH:60][CH:59]=5)[O:26]4)[CH:22]=[CH:21][C:20]=3Br)[CH:16]=[CH:17][C:12]=2[O:11][CH2:10][CH2:9]1)[C:2]1[CH:7]=[CH:6][CH:5]=[CH:4][CH:3]=1.[CH:65]1(B(O)O)[CH2:67][CH2:66]1.P([O-])([O-])([O-])=O.[K+].[K+].[K+].O, predict the reaction product.